This data is from Forward reaction prediction with 1.9M reactions from USPTO patents (1976-2016). The task is: Predict the product of the given reaction. Given the reactants [O:1]=[CH:2][C:3]([O:5][CH3:6])=[O:4].[CH:7]1([Mg]Br)[CH2:9][CH2:8]1, predict the reaction product. The product is: [CH:7]1([CH:2]([OH:1])[C:3]([O:5][CH3:6])=[O:4])[CH2:9][CH2:8]1.